Dataset: Full USPTO retrosynthesis dataset with 1.9M reactions from patents (1976-2016). Task: Predict the reactants needed to synthesize the given product. (1) Given the product [CH3:13][C:7]([NH:14][S:15](/[CH:18]=[CH:19]/[C:20]1[CH:21]=[N:22][CH:23]=[CH:24][CH:25]=1)(=[O:17])=[O:16])([CH3:6])[CH2:8][C:9]([CH3:10])([CH3:11])[CH3:12], predict the reactants needed to synthesize it. The reactants are: CS(Cl)(=O)=O.[CH3:6][C:7]([NH:14][S:15]([CH2:18][CH:19](O)[C:20]1[CH:21]=[N:22][CH:23]=[CH:24][CH:25]=1)(=[O:17])=[O:16])([CH3:13])[CH2:8][C:9]([CH3:12])([CH3:11])[CH3:10].C(N(CC)CC)C.O. (2) Given the product [CH3:16][O:17][C:18]([C:20]1[C:21]2[CH:22]=[CH:23][N:24]([C:9]([O:11][C:12]([CH3:13])([CH3:14])[CH3:15])=[O:10])[C:25]=2[CH:26]=[CH:27][CH:28]=1)=[O:19], predict the reactants needed to synthesize it. The reactants are: [C:12]([O:11][C:9](O[C:9]([O:11][C:12]([CH3:15])([CH3:14])[CH3:13])=[O:10])=[O:10])([CH3:15])([CH3:14])[CH3:13].[CH3:16][O:17][C:18]([C:20]1[C:21]2[CH:22]=[CH:23][NH:24][C:25]=2[CH:26]=[CH:27][CH:28]=1)=[O:19].C(Cl)Cl. (3) Given the product [CH3:22][CH:23]([CH3:27])[C:24](=[O:26])[CH2:25][C:16](=[O:18])[C:15]([N:1]1[CH2:6][CH2:5][O:4][CH2:3][CH2:2]1)=[O:21], predict the reactants needed to synthesize it. The reactants are: [NH:1]1[CH2:6][CH2:5][O:4][CH2:3][CH2:2]1.C(N(CC)CC)C.Cl[C:15](=[O:21])[C:16]([O:18]CC)=O.[CH3:22][CH:23]([CH3:27])[C:24](=[O:26])[CH3:25].CC(C)([O-])C.[K+].C(O)(=O)C. (4) Given the product [Br:1][C:2]1[CH:10]=[C:9]2[C:5]([C:6](=[O:12])[C:7](=[O:11])[N:8]2[CH2:20][CH2:21][CH2:22][CH:23]([CH2:24][CH2:25][CH2:26][CH2:27][CH2:28][CH2:29][CH2:30][CH2:31][CH2:32][CH3:33])[CH2:34][CH2:35][CH2:36][CH2:37][CH2:38][CH2:39][CH2:40][CH2:41][CH2:42][CH2:43][CH2:44][CH3:45])=[CH:4][CH:3]=1, predict the reactants needed to synthesize it. The reactants are: [Br:1][C:2]1[CH:10]=[C:9]2[C:5]([C:6](=[O:12])[C:7](=[O:11])[NH:8]2)=[CH:4][CH:3]=1.C([O-])([O-])=O.[K+].[K+].Br[CH2:20][CH2:21][CH2:22][CH:23]([CH2:34][CH2:35][CH2:36][CH2:37][CH2:38][CH2:39][CH2:40][CH2:41][CH2:42][CH2:43][CH2:44][CH3:45])[CH2:24][CH2:25][CH2:26][CH2:27][CH2:28][CH2:29][CH2:30][CH2:31][CH2:32][CH3:33]. (5) Given the product [CH2:30]([O:29][C:27]1[CH:26]=[C:22]([CH2:23][OH:24])[CH:21]=[C:20]([O:19][CH2:1][CH2:2][CH2:3][CH2:4][CH2:5][CH2:6][CH2:7][CH2:8]/[CH:9]=[CH:10]\[CH2:11]/[CH:12]=[CH:13]\[CH2:14][CH2:15][CH2:16][CH2:17][CH3:18])[N:28]=1)[CH2:31][CH2:32][CH2:33][CH2:34][CH2:35][CH2:36][CH2:37]/[CH:38]=[CH:39]\[CH2:40]/[CH:41]=[CH:42]\[CH2:43][CH2:44][CH2:45][CH2:46][CH3:47], predict the reactants needed to synthesize it. The reactants are: [CH2:1]([O:19][C:20]1[CH:21]=[C:22]([CH:26]=[C:27]([O:29][CH2:30][CH2:31][CH2:32][CH2:33][CH2:34][CH2:35][CH2:36][CH2:37]/[CH:38]=[CH:39]\[CH2:40]/[CH:41]=[CH:42]\[CH2:43][CH2:44][CH2:45][CH2:46][CH3:47])[N:28]=1)[C:23](O)=[O:24])[CH2:2][CH2:3][CH2:4][CH2:5][CH2:6][CH2:7][CH2:8]/[CH:9]=[CH:10]\[CH2:11]/[CH:12]=[CH:13]\[CH2:14][CH2:15][CH2:16][CH2:17][CH3:18].[H-].[Al+3].[Li+].[H-].[H-].[H-]. (6) Given the product [NH2:6][C:5]1[N:14]([CH2:13][CH2:12][C:10]#[N:11])[N:15]=[C:3]([C:2]([CH3:9])([CH3:8])[CH3:1])[CH:4]=1, predict the reactants needed to synthesize it. The reactants are: [CH3:1][C:2]([CH3:9])([CH3:8])[C:3](=O)[CH2:4][C:5]#[N:6].[C:10]([CH2:12][CH2:13][NH:14][NH2:15])#[N:11]. (7) The reactants are: [CH2:1]([N:8]1[CH2:13][CH2:12][CH:11]([CH2:14][N:15]([C@@H:22]2[CH2:24][C@H:23]2[C:25]2[CH:33]=[CH:32][C:28]([C:29]([OH:31])=[O:30])=[CH:27][CH:26]=2)C(=O)C(F)(F)F)[CH2:10][CH2:9]1)[C:2]1[CH:7]=[CH:6][CH:5]=[CH:4][CH:3]=1.[OH-].[Na+]. Given the product [CH2:1]([N:8]1[CH2:13][CH2:12][CH:11]([CH2:14][NH:15][C@@H:22]2[CH2:24][C@H:23]2[C:25]2[CH:26]=[CH:27][C:28]([C:29]([OH:31])=[O:30])=[CH:32][CH:33]=2)[CH2:10][CH2:9]1)[C:2]1[CH:7]=[CH:6][CH:5]=[CH:4][CH:3]=1, predict the reactants needed to synthesize it. (8) The reactants are: [OH:1][C@@H:2]1[C:15]([CH3:17])([CH3:16])[O:14][C:13]2[C:4](=[C:5]3[C:10](=[CH:11][CH:12]=2)[N:9]=[C:8]([C:18]#[N:19])[CH:7]=[CH:6]3)[C@H:3]1[NH:20][CH2:21][CH2:22][C:23]1[CH:28]=[CH:27][CH:26]=[CH:25][CH:24]=1.[OH-:29].[K+].[Cl-].[Na+]. Given the product [OH:1][C@@H:2]1[C:15]([CH3:17])([CH3:16])[O:14][C:13]2[C:4](=[C:5]3[C:10](=[CH:11][CH:12]=2)[N:9]=[C:8]([C:18]([NH2:19])=[O:29])[CH:7]=[CH:6]3)[C@H:3]1[NH:20][CH2:21][CH2:22][C:23]1[CH:24]=[CH:25][CH:26]=[CH:27][CH:28]=1, predict the reactants needed to synthesize it.